Dataset: Peptide-MHC class II binding affinity with 134,281 pairs from IEDB. Task: Regression. Given a peptide amino acid sequence and an MHC pseudo amino acid sequence, predict their binding affinity value. This is MHC class II binding data. (1) The peptide sequence is IKDVLKYRWLNLSAN. The MHC is DRB1_0701 with pseudo-sequence DRB1_0701. The binding affinity (normalized) is 0.628. (2) The peptide sequence is DTFRKLFDVYSNFLR. The MHC is DRB1_0401 with pseudo-sequence DRB1_0401. The binding affinity (normalized) is 0.474. (3) The peptide sequence is PRLLYAKSSPAYPSV. The MHC is HLA-DQA10101-DQB10501 with pseudo-sequence HLA-DQA10101-DQB10501. The binding affinity (normalized) is 0.0712. (4) The peptide sequence is DCVVKPIDDRFANALLA. The MHC is DRB1_1101 with pseudo-sequence DRB1_1101. The binding affinity (normalized) is 0.211. (5) The peptide sequence is YDKFGANVSTVLTGK. The MHC is DRB1_0404 with pseudo-sequence DRB1_0404. The binding affinity (normalized) is 0.353. (6) The peptide sequence is LNNALQNLARTISEA. The binding affinity (normalized) is 0.173. The MHC is DRB1_0301 with pseudo-sequence DRB1_0301. (7) The peptide sequence is AFKVAATAANAAPPN. The MHC is DRB1_0701 with pseudo-sequence DRB1_0701. The binding affinity (normalized) is 0.739. (8) The peptide sequence is KKMTTTFTNYMVDMFLA. The MHC is DRB5_0101 with pseudo-sequence DRB5_0101. The binding affinity (normalized) is 0.630. (9) The MHC is DRB1_0401 with pseudo-sequence DRB1_0401. The binding affinity (normalized) is 0.813. The peptide sequence is DLVANQPNLKALREK.